From a dataset of Full USPTO retrosynthesis dataset with 1.9M reactions from patents (1976-2016). Predict the reactants needed to synthesize the given product. (1) Given the product [Cl:1][C:2]1[CH:3]=[CH:4][C:5]([N:8]2[CH:12]=[CH:11][C:10]([C:13]3[CH:26]=[CH:25][C:16]([O:17][C:18]4[CH:23]=[CH:22][C:21]([O:24][C:28]5([CH2:37][CH2:38][O:39][CH3:40])[C:29](=[O:36])[NH:30][C:31](=[O:35])[NH:32][C:33]5=[O:34])=[CH:20][CH:19]=4)=[CH:15][CH:14]=3)=[N:9]2)=[CH:6][CH:7]=1, predict the reactants needed to synthesize it. The reactants are: [Cl:1][C:2]1[CH:7]=[CH:6][C:5]([N:8]2[CH:12]=[CH:11][C:10]([C:13]3[CH:26]=[CH:25][C:16]([O:17][C:18]4[CH:23]=[CH:22][C:21]([OH:24])=[CH:20][CH:19]=4)=[CH:15][CH:14]=3)=[N:9]2)=[CH:4][CH:3]=1.Br[C:28]1([CH2:37][CH2:38][O:39][CH2:40]C)[C:33](=[O:34])[NH:32][C:31](=[O:35])[NH:30][C:29]1=[O:36]. (2) Given the product [OH:28][CH2:27][C:25]1[CH:24]=[CH:23][C:22]2/[C:16](=[C:5](\[CH3:6])/[C:3]#[N:4])/[C:17]3[CH:35]=[CH:34][CH:33]=[CH:32][C:18]=3[CH2:19][CH2:20][C:21]=2[CH:26]=1.[OH:28][CH2:27][C:25]1[CH:24]=[CH:23][C:22]2/[C:16](=[C:5](/[CH3:6])\[C:3]#[N:4])/[C:17]3[CH:35]=[CH:34][CH:33]=[CH:32][C:18]=3[CH2:19][CH2:20][C:21]=2[CH:26]=1, predict the reactants needed to synthesize it. The reactants are: [H-].[Na+].[C:3]([CH:5](P(=O)(OCC)OCC)[CH3:6])#[N:4].O=[C:16]1[C:22]2[CH:23]=[CH:24][C:25]([C:27](OCC)=[O:28])=[CH:26][C:21]=2[CH2:20][CH2:19][C:18]2[CH:32]=[CH:33][CH:34]=[CH:35][C:17]1=2.[BH4-].[Li+].Cl. (3) Given the product [F:24][C:25]1[CH:30]=[CH:29][C:28]([NH:31][C:32]([NH:19][C:18]2[CH:20]=[CH:21][C:15]([C:12]3[N:13]=[CH:14][N:10]([C:7]4[CH:6]=[CH:5][C:4]([O:3][C:2]([F:1])([F:22])[F:23])=[CH:9][CH:8]=4)[N:11]=3)=[CH:16][CH:17]=2)=[O:33])=[CH:27][CH:26]=1, predict the reactants needed to synthesize it. The reactants are: [F:1][C:2]([F:23])([F:22])[O:3][C:4]1[CH:9]=[CH:8][C:7]([N:10]2[CH:14]=[N:13][C:12]([C:15]3[CH:21]=[CH:20][C:18]([NH2:19])=[CH:17][CH:16]=3)=[N:11]2)=[CH:6][CH:5]=1.[F:24][C:25]1[CH:30]=[CH:29][C:28]([N:31]=[C:32]=[O:33])=[CH:27][CH:26]=1. (4) Given the product [I-:20].[CH3:1][N+:2]([CH3:21])([CH3:19])[CH2:3][C:4]1[C:12]2[C:7](=[N:8][CH:9]=[CH:10][N:11]=2)[NH:6][C:5]=1[C:13]1[CH:18]=[CH:17][CH:16]=[CH:15][CH:14]=1, predict the reactants needed to synthesize it. The reactants are: [CH3:1][N:2]([CH3:19])[CH2:3][C:4]1[C:12]2[C:7](=[N:8][CH:9]=[CH:10][N:11]=2)[NH:6][C:5]=1[C:13]1[CH:18]=[CH:17][CH:16]=[CH:15][CH:14]=1.[I:20][CH3:21].